Dataset: Peptide-MHC class I binding affinity with 185,985 pairs from IEDB/IMGT. Task: Regression. Given a peptide amino acid sequence and an MHC pseudo amino acid sequence, predict their binding affinity value. This is MHC class I binding data. The peptide sequence is AIMVASDVCK. The MHC is HLA-A31:01 with pseudo-sequence HLA-A31:01. The binding affinity (normalized) is 0.429.